The task is: Predict the reaction yield, written as a fraction of the theoretical maximum amount of product (1.0 means a 100% yield; for example, 0.34 means a 34% yield).. This data is from Reaction yield outcomes from USPTO patents with 853,638 reactions. (1) The reactants are [Cl:1][C:2]1[CH:7]=[CH:6][C:5]([CH:8]([O:12][C:13]2[CH:18]=[CH:17][CH:16]=[C:15]([C:19]([F:22])([F:21])[F:20])[CH:14]=2)[C:9]([OH:11])=[O:10])=[CH:4][CH:3]=1.O[CH2:24][CH2:25][NH:26][C:27](=[O:31])[O:28][CH2:29][CH3:30].N1C=CC=CC=1.CN(C(ON1N=NC2C=CC=NC1=2)=[N+](C)C)C.F[P-](F)(F)(F)(F)F. The catalyst is C(Cl)Cl. The product is [Cl:1][C:2]1[CH:3]=[CH:4][C:5]([CH:8]([O:12][C:13]2[CH:18]=[CH:17][CH:16]=[C:15]([C:19]([F:20])([F:21])[F:22])[CH:14]=2)[C:9]([O:11][CH2:24][CH2:25][NH:26][C:27]([O:28][CH2:29][CH3:30])=[O:31])=[O:10])=[CH:6][CH:7]=1. The yield is 0.770. (2) The reactants are S(=O)(=O)(O)O.[CH2:6]([C:8]1[CH:13]=[CH:12][C:11]([N+:14]([O-:16])=[O:15])=[CH:10][C:9]=1N)[CH3:7].N([O-])=[O:19].[Na+]. The catalyst is O. The product is [CH2:6]([C:8]1[CH:13]=[CH:12][C:11]([N+:14]([O-:16])=[O:15])=[CH:10][C:9]=1[OH:19])[CH3:7]. The yield is 0.520. (3) The reactants are [CH3:1][C:2]1[CH:7]=[C:6]([CH3:8])[N:5]=[C:4]([NH:9][C:10]2[CH:15]=[CH:14][C:13]([CH2:16][CH2:17]C(O)=O)=[CH:12][CH:11]=2)[C:3]=1[N+:21]([O-:23])=[O:22].C1(P(N=[N+]=[N-])(C2C=CC=CC=2)=[O:31])C=CC=CC=1.C([N:43]([CH2:46]C)CC)C.[C:48]1([OH:54])[CH:53]=[CH:52][CH:51]=[CH:50][CH:49]=1. The catalyst is O1CCOCC1. The yield is 0.770. The product is [CH3:1][C:2]1[CH:7]=[C:6]([CH3:8])[N:5]=[C:4]([NH:9][C:10]2[CH:11]=[CH:12][C:13]([CH2:16][CH2:17][NH:43][C:46](=[O:31])[O:54][C:48]3[CH:53]=[CH:52][CH:51]=[CH:50][CH:49]=3)=[CH:14][CH:15]=2)[C:3]=1[N+:21]([O-:23])=[O:22]. (4) The reactants are Br[C:2]1[CH:7]=[CH:6][C:5]([Br:8])=[CH:4][N:3]=1.[F:9][C:10]1[CH:11]=[N:12][CH:13]=[CH:14][C:15]=1[Sn](CCCC)(CCCC)CCCC. The catalyst is CN(C=O)C.Cl[Pd](Cl)([P](C1C=CC=CC=1)(C1C=CC=CC=1)C1C=CC=CC=1)[P](C1C=CC=CC=1)(C1C=CC=CC=1)C1C=CC=CC=1.[Cu]I. The product is [Br:8][C:5]1[CH:6]=[CH:7][C:2]([C:15]2[CH:14]=[CH:13][N:12]=[CH:11][C:10]=2[F:9])=[N:3][CH:4]=1. The yield is 0.620. (5) The reactants are C([O:4][C:5]1[CH:10]=[CH:9][C:8]([Br:11])=[CH:7][C:6]=1[N+:12]([O-:14])=[O:13])C=C.[C:15]1(C)[C:16](C)=CC=C[CH:20]=1. No catalyst specified. The product is [CH2:16]([C:10]1[CH:9]=[C:8]([Br:11])[CH:7]=[C:6]([N+:12]([O-:14])=[O:13])[C:5]=1[OH:4])[CH:15]=[CH2:20]. The yield is 0.500. (6) The reactants are [NH:1]1[C:5]2[CH:6]=[CH:7][C:8]([C:10]([OH:12])=O)=[CH:9][C:4]=2[N:3]=[CH:2]1.[CH3:13][N:14]1[CH:18]=[C:17]([C:19]2[CH:20]=[CH:21][C:22]3[CH2:23][C@H:24]4[C@@H:29]([C:30]=3[CH:31]=2)[CH2:28][CH2:27][CH2:26][NH:25]4)[CH:16]=[N:15]1. No catalyst specified. The product is [NH:1]1[C:5]2[CH:6]=[CH:7][C:8]([C:10]([N:25]3[CH2:26][CH2:27][CH2:28][C@@H:29]4[C:30]5[CH:31]=[C:19]([C:17]6[CH:16]=[N:15][N:14]([CH3:13])[CH:18]=6)[CH:20]=[CH:21][C:22]=5[CH2:23][C@H:24]34)=[O:12])=[CH:9][C:4]=2[N:3]=[CH:2]1. The yield is 0.780. (7) The reactants are Cl[C:2]1[CH:11]=[CH:10][C:9]2[C:8](=[O:12])[CH2:7][CH2:6][CH2:5][C:4]=2[N:3]=1.[C:13]1([C:19]2[NH:20][CH:21]=CN=2)[CH:18]=[CH:17][CH:16]=[CH:15][CH:14]=1.[CH2:24]([N:26](CC)CC)C. The catalyst is [Pd].C1(P(C2C=CC=CC=2)C2C=CC=CC=2)C=CC=CC=1.C1(P(C2C=CC=CC=2)C2C=CC=CC=2)C=CC=CC=1.C1(P(C2C=CC=CC=2)C2C=CC=CC=2)C=CC=CC=1.C1(P(C2C=CC=CC=2)C2C=CC=CC=2)C=CC=CC=1.[I].[Cu]. The product is [C:13]1([C:19]2[N:20]=[CH:21][N:26]([C:2]3[CH:11]=[CH:10][C:9]4[C:8](=[O:12])[CH2:7][CH2:6][CH2:5][C:4]=4[N:3]=3)[CH:24]=2)[CH:14]=[CH:15][CH:16]=[CH:17][CH:18]=1. The yield is 0.150. (8) The reactants are [Si:1]([O:8][CH:9]1[CH2:14][CH2:13][CH:12]([C:15]([O:17]CC)=[O:16])[CH2:11][CH2:10]1)([C:4]([CH3:7])([CH3:6])[CH3:5])([CH3:3])[CH3:2].[OH-].[Na+]. The catalyst is C1COCC1. The product is [CH3:2][Si:1]([CH3:3])([C:4]([CH3:6])([CH3:5])[CH3:7])[O:8][CH:9]1[CH2:10][CH2:11][CH:12]([C:15]([OH:17])=[O:16])[CH2:13][CH2:14]1. The yield is 0.890. (9) The reactants are [C:1]([O:5][C:6]([NH:8][C@H:9]1[CH2:14][C@@H:13]([CH2:15]O)[CH2:12][N:11]([C:17]([O:19][CH2:20][C:21]2[CH:26]=[CH:25][CH:24]=[CH:23][CH:22]=2)=[O:18])[CH2:10]1)=[O:7])([CH3:4])([CH3:3])[CH3:2].[F:27]C(F)(S(F)(=O)=O)C(F)(F)C(F)(F)C(F)(F)F.C(N(CC)CC)C. The catalyst is O1CCCC1. The product is [C:1]([O:5][C:6]([NH:8][C@H:9]1[CH2:14][C@@H:13]([CH2:15][F:27])[CH2:12][N:11]([C:17]([O:19][CH2:20][C:21]2[CH:26]=[CH:25][CH:24]=[CH:23][CH:22]=2)=[O:18])[CH2:10]1)=[O:7])([CH3:4])([CH3:3])[CH3:2]. The yield is 0.450.